From a dataset of Forward reaction prediction with 1.9M reactions from USPTO patents (1976-2016). Predict the product of the given reaction. (1) The product is: [CH2:22]([N:1]([CH2:22][C:23]1[CH:28]=[CH:27][CH:26]=[CH:25][CH:24]=1)[C@H:2]1[CH2:6][CH2:5][CH2:4][C@@H:3]1[NH:7][C:8](=[O:14])[O:9][C:10]([CH3:11])([CH3:13])[CH3:12])[C:23]1[CH:28]=[CH:27][CH:26]=[CH:25][CH:24]=1. Given the reactants [NH2:1][C@H:2]1[CH2:6][CH2:5][CH2:4][C@@H:3]1[NH:7][C:8](=[O:14])[O:9][C:10]([CH3:13])([CH3:12])[CH3:11].C(=O)([O-])[O-].[K+].[K+].Br[CH2:22][C:23]1[CH:28]=[CH:27][CH:26]=[CH:25][CH:24]=1, predict the reaction product. (2) Given the reactants Cl.[C:2]1([CH3:10])[CH:7]=[CH:6][C:5]([NH:8]N)=[CH:4][CH:3]=1.Br[CH2:12][C:13]([O:15][CH2:16][CH3:17])=[O:14].C([O-])(=O)C.C(OC(OCC)CCCNC)C.CC1C=C2[C:41](=[CH:42][CH:43]=1)[N:40]([CH2:44][C:45](OCC)=O)[CH:39]=C2CCNC.C=O.C(O)(C(F)(F)F)=O.CC1C=C2C(=CC=1)N(CC(O)=O)C1CN(C)CCC2=1.[F:82][C:83]1[CH:88]=CC(O)=[CH:85][CH:84]=1.CCN=C=NCCCN(C)C, predict the reaction product. The product is: [CH3:39][N:40]1[CH2:44][CH2:45][C:43]2[C:6]3[C:5](=[CH:4][CH:3]=[C:2]([CH3:10])[CH:7]=3)[N:8]([CH2:12][C:13]([O:15][C:16]3[CH:17]=[CH:88][C:83]([F:82])=[CH:84][CH:85]=3)=[O:14])[C:42]=2[CH2:41]1. (3) Given the reactants [CH3:1][C:2]1([CH2:8][O:9][C:10]2[C:18]3[C:17]4[CH:19]=[C:20]([C:23]#[N:24])[N:21]=[CH:22][C:16]=4[N:15]([CH2:25][O:26][CH2:27][CH2:28][Si:29]([CH3:32])([CH3:31])[CH3:30])[C:14]=3[N:13]=[CH:12][CH:11]=2)[CH2:7][CH2:6][NH:5][CH2:4][CH2:3]1.[CH:33](=O)[CH3:34].C(O[BH-](OC(=O)C)OC(=O)C)(=O)C.[Na+], predict the reaction product. The product is: [CH2:33]([N:5]1[CH2:4][CH2:3][C:2]([CH2:8][O:9][C:10]2[C:18]3[C:17]4[CH:19]=[C:20]([C:23]#[N:24])[N:21]=[CH:22][C:16]=4[N:15]([CH2:25][O:26][CH2:27][CH2:28][Si:29]([CH3:31])([CH3:30])[CH3:32])[C:14]=3[N:13]=[CH:12][CH:11]=2)([CH3:1])[CH2:7][CH2:6]1)[CH3:34]. (4) Given the reactants [CH2:1]([O:3][C:4]([C:6]1[CH:7]=[C:8]2[N:13]([C:14]=1[CH:15]([CH3:17])[CH3:16])[CH:12]=[CH:11][C:10]([CH2:18][OH:19])=[CH:9]2)=[O:5])[CH3:2].[CH3:20][S:21](Cl)(=[O:23])=[O:22], predict the reaction product. The product is: [CH2:1]([O:3][C:4]([C:6]1[CH:7]=[C:8]2[N:13]([C:14]=1[CH:15]([CH3:16])[CH3:17])[CH:12]=[CH:11][C:10]([CH2:18][O:19][S:21]([CH3:20])(=[O:23])=[O:22])=[CH:9]2)=[O:5])[CH3:2]. (5) Given the reactants [N:1]1[CH:6]=[CH:5][CH:4]=[CH:3][C:2]=1[CH2:7][NH2:8].Br[C:10]([CH3:19])([CH:16]([CH3:18])[CH3:17])[C:11]([N:13]=[C:14]=[S:15])=[O:12], predict the reaction product. The product is: [CH:16]([C:10]1([CH3:19])[S:15][C:14]([NH:8][CH2:7][C:2]2[CH:3]=[CH:4][CH:5]=[CH:6][N:1]=2)=[N:13][C:11]1=[O:12])([CH3:18])[CH3:17]. (6) Given the reactants [CH3:1][C@@H:2]1[C:13](=[O:14])[O:12][CH2:11][C@@H:10]2[CH2:15][CH2:16][CH2:17][N:9]2[C:8](=[O:18])[C@H:7]([CH2:19][C:20]([O:22]C(C)(C)C)=O)[CH2:6][CH:5]=[CH:4][CH2:3]1.FC(F)(F)C(O)=O.C[C@@H]1C(=O)OC[C@@H]2CCCN2C(=O)[C@H](CC(O)=O)CC=CC1.[Cl:56][C:57]1[CH:62]=[CH:61][C:60]([CH2:63][NH2:64])=[CH:59][CH:58]=1, predict the reaction product. The product is: [Cl:56][C:57]1[CH:62]=[CH:61][C:60]([CH2:63][NH:64][C:20](=[O:22])[CH2:19][C@@H:7]2[CH2:6][CH:5]=[CH:4][CH2:3][C@H:2]([CH3:1])[C:13](=[O:14])[O:12][CH2:11][C@@H:10]3[CH2:15][CH2:16][CH2:17][N:9]3[C:8]2=[O:18])=[CH:59][CH:58]=1. (7) Given the reactants [Br:1][C:2]1[CH:7]=[CH:6][C:5]([S:8]([NH:11][C:12]2[C:21]3[C:16](=[CH:17][CH:18]=[CH:19][CH:20]=3)[C:15]([O:22]C)=[C:14]([S:24][CH2:25][C:26]([NH2:28])=[O:27])[CH:13]=2)(=[O:10])=[O:9])=[CH:4][CH:3]=1.CC#N.O, predict the reaction product. The product is: [Br:1][C:2]1[CH:7]=[CH:6][C:5]([S:8]([NH:11][C:12]2[C:21]3[C:16](=[CH:17][CH:18]=[CH:19][CH:20]=3)[C:15]([OH:22])=[C:14]([S:24][CH2:25][C:26]([NH2:28])=[O:27])[CH:13]=2)(=[O:9])=[O:10])=[CH:4][CH:3]=1. (8) Given the reactants [BH4-].[Na+].[CH3:3][O:4][C:5](=[O:43])[C:6]1[CH:11]=[C:10]([NH:12][CH3:13])[CH:9]=[C:8]([NH:14][C:15](=[O:42])[CH2:16][N:17]2[N:23]=[C:22]([CH:24]3[CH2:29][CH2:28][CH2:27][CH2:26][CH2:25]3)[C:21]3[CH:30]=[CH:31][CH:32]=[CH:33][C:20]=3[N:19]([CH2:34][C:35](=[O:40])[C:36]([CH3:39])([CH3:38])[CH3:37])[C:18]2=[O:41])[CH:7]=1.[NH4+].[Cl-], predict the reaction product. The product is: [CH3:3][O:4][C:5](=[O:43])[C:6]1[CH:11]=[C:10]([NH:12][CH3:13])[CH:9]=[C:8]([NH:14][C:15](=[O:42])[CH2:16][N:17]2[N:23]=[C:22]([CH:24]3[CH2:29][CH2:28][CH2:27][CH2:26][CH2:25]3)[C:21]3[CH:30]=[CH:31][CH:32]=[CH:33][C:20]=3[N:19]([CH2:34][CH:35]([OH:40])[C:36]([CH3:38])([CH3:39])[CH3:37])[C:18]2=[O:41])[CH:7]=1. (9) The product is: [Cl:1][C:2]1[CH:27]=[CH:26][C:25]([Cl:28])=[CH:24][C:3]=1[CH2:4][N:5]1[C:9]([C:10]([OH:35])=[O:11])=[C:8]([C:12]2[CH:13]=[CH:14][CH:15]=[CH:16][CH:17]=2)[N:7]=[C:6]1[C:18]1[CH:19]=[N:20][CH:21]=[CH:22][CH:23]=1. Given the reactants [Cl:1][C:2]1[CH:27]=[CH:26][C:25]([Cl:28])=[CH:24][C:3]=1[CH2:4][N:5]1[C:9]([CH:10]=[O:11])=[C:8]([C:12]2[CH:17]=[CH:16][CH:15]=[CH:14][CH:13]=2)[N:7]=[C:6]1[C:18]1[CH:19]=[N:20][CH:21]=[CH:22][CH:23]=1.CC(=CC)C.Cl([O-])=[O:35].[Na+].P([O-])(O)(O)=O.[Na+].[Cl-].[Na+], predict the reaction product. (10) The product is: [Br:11][C:10]1[C:5]([C:3]2[N:4]=[C:23]([C:14]3[C:15]4[C:20](=[CH:19][CH:18]=[CH:17][CH:16]=4)[CH:21]=[CH:22][C:13]=3[OH:12])[NH:1][N:2]=2)=[N:6][CH:7]=[CH:8][CH:9]=1. Given the reactants [NH2:1][NH:2][C:3]([C:5]1[C:10]([Br:11])=[CH:9][CH:8]=[CH:7][N:6]=1)=[NH:4].[OH:12][C:13]1[CH:22]=[CH:21][C:20]2[C:15](=[CH:16][CH:17]=[CH:18][CH:19]=2)[C:14]=1[CH:23]=O, predict the reaction product.